Dataset: Full USPTO retrosynthesis dataset with 1.9M reactions from patents (1976-2016). Task: Predict the reactants needed to synthesize the given product. (1) Given the product [Cl:1][C:2]1[CH:3]=[CH:4][C:5]([OH:11])=[C:6]([CH:10]=1)[C:7]([NH:17][C:16]1[CH:18]=[CH:19][C:13]([CH3:12])=[C:14]([C:20]([F:21])([F:22])[F:23])[CH:15]=1)=[O:9], predict the reactants needed to synthesize it. The reactants are: [Cl:1][C:2]1[CH:10]=[C:6]([C:7]([OH:9])=O)[C:5]([OH:11])=[CH:4][CH:3]=1.[CH3:12][C:13]1[CH:19]=[CH:18][C:16]([NH2:17])=[CH:15][C:14]=1[C:20]([F:23])([F:22])[F:21]. (2) Given the product [CH3:18][C:12]1[C:13]([C:14]([O:16][CH3:17])=[O:15])=[C:3]([C:2]([F:10])([F:9])[F:1])[CH:4]=[C:5]([CH3:6])[N:11]=1, predict the reactants needed to synthesize it. The reactants are: [F:1][C:2]([F:10])([F:9])[C:3](=O)[CH2:4][C:5](=O)[CH3:6].[NH2:11]/[C:12](/[CH3:18])=[CH:13]\[C:14]([O:16][CH3:17])=[O:15]. (3) Given the product [CH2:11]([N:7]1[CH:6]=[C:5]2[C:9]([CH:10]=[C:2]([Br:1])[CH:3]=[CH:4]2)=[N:8]1)[C:12]1[CH:17]=[CH:16][CH:15]=[CH:14][CH:13]=1, predict the reactants needed to synthesize it. The reactants are: [Br:1][C:2]1[CH:10]=[C:9]2[C:5]([CH:6]=[N:7][NH:8]2)=[CH:4][CH:3]=1.[CH2:11](Br)[C:12]1[CH:17]=[CH:16][CH:15]=[CH:14][CH:13]=1.CCOC(C)=O. (4) Given the product [CH3:1][O:2][C:3]([C:5]1[N:6]=[C:7]([C:24]#[N:25])[C:8]2[C:13]([C:14]=1[OH:15])=[CH:12][CH:11]=[C:10]([S:16][C:17]1[CH:22]=[CH:21][CH:20]=[CH:19][CH:18]=1)[CH:9]=2)=[O:4], predict the reactants needed to synthesize it. The reactants are: [CH3:1][O:2][C:3]([C:5]1[N:6]=[C:7](Br)[C:8]2[C:13]([C:14]=1[OH:15])=[CH:12][CH:11]=[C:10]([S:16][C:17]1[CH:22]=[CH:21][CH:20]=[CH:19][CH:18]=1)[CH:9]=2)=[O:4].[C:24]([Cu])#[N:25]. (5) Given the product [CH3:12][C:11]1[N:10]([C:6]2[CH:5]=[C:4]([CH2:3][C:1]#[N:2])[CH:9]=[CH:8][CH:7]=2)[N:35]=[N:34][N:33]=1, predict the reactants needed to synthesize it. The reactants are: [C:1]([CH2:3][C:4]1[CH:5]=[C:6]([NH:10][C:11](=O)[CH3:12])[CH:7]=[CH:8][CH:9]=1)#[N:2].FC(F)(F)S(OS(C(F)(F)F)(=O)=O)(=O)=O.C[Si]([N:33]=[N+:34]=[N-:35])(C)C.[Cl-].N. (6) Given the product [N:1]1[C:10]2[NH:9][C:8]3[CH:11]=[C:12]([CH2:15][C:16]([NH:21][CH2:22][CH2:23][CH2:24][N:25]4[CH2:26][CH2:27][CH:28]([C:31]([O:33][CH2:34][CH3:35])=[O:32])[CH2:29][CH2:30]4)=[O:18])[CH:13]=[CH:14][C:7]=3[S:6][C:5]=2[N:4]=[CH:3][CH:2]=1, predict the reactants needed to synthesize it. The reactants are: [N:1]1[C:10]2[NH:9][C:8]3[CH:11]=[C:12]([CH2:15][C:16]([OH:18])=O)[CH:13]=[CH:14][C:7]=3[S:6][C:5]=2[N:4]=[CH:3][CH:2]=1.Cl.Cl.[NH2:21][CH2:22][CH2:23][CH2:24][N:25]1[CH2:30][CH2:29][CH:28]([C:31]([O:33][CH2:34][CH3:35])=[O:32])[CH2:27][CH2:26]1.ON1C2C=CC=CC=2N=N1.CN(C)CCCN=C=NCC.